Dataset: Experimentally validated miRNA-target interactions with 360,000+ pairs, plus equal number of negative samples. Task: Binary Classification. Given a miRNA mature sequence and a target amino acid sequence, predict their likelihood of interaction. (1) The miRNA is hsa-miR-6816-3p with sequence GAAGGACCUGCACCUUCG. The protein sequence of the target gene is MLQTKDLIWTLFFLGTAVSLQVDIVPSQGEISVGESKFFLCQVAGDAKDKDISWFSPNGEKLTPNQQRISVVWNDDSSSTLTIYNANIDDAGIYKCVVTGEDGSESEATVNVKIFQKLMFKNAPTPQEFREGEDAVIVCDVVSSLPPTIIWKHKGRDVILKKDVRFIVLSNNYLQIRGIKKTDEGTYRCEGRILARGEINFKDIQVIVNVPPTIQARQNIVNATANLGQSVTLVCDAEGFPEPTMSWTKDGEQIEQEEDDEKYIFSDDSSQLTIKKVDKNDEAEYICIAENKAGEQDATI.... Result: 0 (no interaction). (2) The miRNA is hsa-miR-4704-3p with sequence UCAGUCACAUAUCUAGUGUCUA. The protein sequence of the target gene is MAPWPPKGLVPAMLWGLSLFLNLPGPIWLQPSPPPQSSPPPQPHPCHTCRGLVDSFNKGLERTIRDNFGGGNTAWEEENLSKYKDSETRLVEVLEGVCSKSDFECHRLLELSEELVESWWFHKQQEAPDLFQWLCSDSLKLCCPAGTFGPSCLPCPGGTERPCGGYGQCEGEGTRGGSGHCDCQAGYGGEACGQCGLGYFEAERNASHLVCSACFGPCARCSGPEESNCLQCKKGWALHHLKCVDIDECGTEGANCGADQFCVNTEGSYECRDCAKACLGCMGAGPGRCKKCSPGYQQVG.... Result: 0 (no interaction). (3) The miRNA is dme-miR-4-3p with sequence AUAAAGCUAGACAACCAUUGA. The protein sequence of the target gene is MSKVTAPGSGPPAAASGKEKRSFSKRLFRSGRAGGGGAGGPGASGPAAPSSPSSPSSARSVGSFMSRVLKTLSTLSHLSSEGAAPDRGGLRSCFPPGPAAAPTPPPCPPPPASPAPPACAAEPVPGVAGLRNHGNTCFMNATLQCLSNTELFAEYLALGQYRAGRPEPSPDPEQPAGRGAQGQGEVTEQLAHLVRALWTLEYTPQHSRDFKTIVSKNALQYRGNSQHDAQEFLLWLLDRVHEDLNHSVKQSGQPPLKPPSETDMMPEGPSFPVCSTFVQELFQAQYRSSLTCPHCQKQSN.... Result: 0 (no interaction).